This data is from NCI-60 drug combinations with 297,098 pairs across 59 cell lines. The task is: Regression. Given two drug SMILES strings and cell line genomic features, predict the synergy score measuring deviation from expected non-interaction effect. Drug 1: CC1=C(C=C(C=C1)NC(=O)C2=CC=C(C=C2)CN3CCN(CC3)C)NC4=NC=CC(=N4)C5=CN=CC=C5. Drug 2: C1C(C(OC1N2C=NC3=C2NC=NCC3O)CO)O. Cell line: OVCAR-4. Synergy scores: CSS=6.44, Synergy_ZIP=-4.44, Synergy_Bliss=-4.67, Synergy_Loewe=-8.66, Synergy_HSA=-5.31.